From a dataset of Full USPTO retrosynthesis dataset with 1.9M reactions from patents (1976-2016). Predict the reactants needed to synthesize the given product. (1) Given the product [Br:1][C:2]1[C:3]2[N:4]([N:22]=[C:19]([NH2:18])[N:12]=2)[CH:5]=[C:6]([C:8]([F:11])([F:9])[F:10])[CH:7]=1, predict the reactants needed to synthesize it. The reactants are: [Br:1][C:2]1[C:3]([NH2:12])=[N:4][CH:5]=[C:6]([C:8]([F:11])([F:10])[F:9])[CH:7]=1.C(OC([N:18]=[C:19]=S)=O)C.Cl.[NH2:22]O. (2) Given the product [CH2:1]([O:3][C:4](=[O:34])[CH2:5][C:6]1[CH:7]=[N:8][CH:9]=[C:10]([C:12]2[CH:17]=[CH:16][C:15]([CH2:18][NH:19][S:36]([CH3:35])(=[O:38])=[O:37])=[CH:14][C:13]=2[CH2:20][N:21]([CH2:27][C:28]2[CH:29]=[CH:30][CH:31]=[CH:32][CH:33]=2)[C:22]([CH:24]2[CH2:26][CH2:25]2)=[O:23])[CH:11]=1)[CH3:2], predict the reactants needed to synthesize it. The reactants are: [CH2:1]([O:3][C:4](=[O:34])[CH2:5][C:6]1[CH:7]=[N:8][CH:9]=[C:10]([C:12]2[CH:17]=[CH:16][C:15]([CH2:18][NH2:19])=[CH:14][C:13]=2[CH2:20][N:21]([CH2:27][C:28]2[CH:33]=[CH:32][CH:31]=[CH:30][CH:29]=2)[C:22]([CH:24]2[CH2:26][CH2:25]2)=[O:23])[CH:11]=1)[CH3:2].[CH3:35][S:36](Cl)(=[O:38])=[O:37]. (3) Given the product [CH3:38][O:37][C:33]1[CH:32]=[C:31]([NH:30][C:28]2[NH:27][C:26]3[CH:39]=[CH:40][C:23]([NH:22][C:18]([C:16]4[CH:15]=[CH:14][C:12]5[NH:13][C:9]([C:6]6[CH:5]=[CH:4][C:3]([N:2]([CH3:21])[CH3:1])=[CH:8][CH:7]=6)=[N:10][C:11]=5[CH:17]=4)=[O:20])=[CH:24][C:25]=3[N:29]=2)[CH:36]=[CH:35][CH:34]=1, predict the reactants needed to synthesize it. The reactants are: [CH3:1][N:2]([CH3:21])[C:3]1[CH:8]=[CH:7][C:6]([C:9]2[NH:10][C:11]3[CH:17]=[C:16]([C:18]([O-:20])=O)[CH:15]=[CH:14][C:12]=3[N:13]=2)=[CH:5][CH:4]=1.[NH2:22][C:23]1[CH:40]=[CH:39][C:26]2[N:27]=[C:28]([NH:30][C:31]3[CH:36]=[CH:35][CH:34]=[C:33]([O:37][CH3:38])[CH:32]=3)[NH:29][C:25]=2[CH:24]=1. (4) Given the product [NH2:19][C:17]1[CH:18]=[C:8]2[C:7]([NH:6][CH:1]3[CH2:2][CH2:3][CH2:4][CH2:5]3)=[C:12]([C:13]([NH2:15])=[O:14])[CH:11]=[N:10][N:9]2[CH:16]=1, predict the reactants needed to synthesize it. The reactants are: [CH:1]1([NH:6][C:7]2[C:8]3[N:9]([CH:16]=[C:17]([N+:19]([O-])=O)[CH:18]=3)[N:10]=[CH:11][C:12]=2[C:13]([NH2:15])=[O:14])[CH2:5][CH2:4][CH2:3][CH2:2]1.